This data is from Full USPTO retrosynthesis dataset with 1.9M reactions from patents (1976-2016). The task is: Predict the reactants needed to synthesize the given product. (1) The reactants are: [CH3:1][O:2][C:3](=[O:31])[CH2:4][CH2:5][CH2:6][CH2:7][CH2:8][CH2:9][CH2:10][CH2:11][NH:12][C:13]1[CH:18]=[CH:17][CH:16]=[CH:15][C:14]=1[S:19](=[O:30])(=[O:29])[NH:20][C:21]([C@@:23]1([NH2:28])[CH2:25][C@H:24]1[CH:26]=[CH2:27])=[O:22].[C:32]([O:36][C:37]([N:39]1[CH2:43][C@H:42]([O:44][C:45]([N:47]2[CH2:55][C:54]3[C:49](=[CH:50][CH:51]=[CH:52][C:53]=3[F:56])[CH2:48]2)=[O:46])[CH2:41][C@H:40]1[C:57](O)=[O:58])=[O:38])([CH3:35])([CH3:34])[CH3:33].CN(C(ON1N=NC2C=CC=NC1=2)=[N+](C)C)C.F[P-](F)(F)(F)(F)F.CCN(C(C)C)C(C)C. Given the product [C:32]([O:36][C:37]([N:39]1[C@H:40]([C:57](=[O:58])[NH:28][C@:23]2([C:21]([NH:20][S:19]([C:14]3[CH:15]=[CH:16][CH:17]=[CH:18][C:13]=3[NH:12][CH2:11][CH2:10][CH2:9][CH2:8][CH2:7][CH2:6][CH2:5][CH2:4][C:3]([O:2][CH3:1])=[O:31])(=[O:30])=[O:29])=[O:22])[CH2:25][C@H:24]2[CH:26]=[CH2:27])[CH2:41][C@@H:42]([O:44][C:45]([N:47]2[CH2:55][C:54]3[C:49](=[CH:50][CH:51]=[CH:52][C:53]=3[F:56])[CH2:48]2)=[O:46])[CH2:43]1)=[O:38])([CH3:35])([CH3:33])[CH3:34], predict the reactants needed to synthesize it. (2) Given the product [CH3:54][C:50]1[CH:49]=[C:48]([CH:40]([C:41]2[CH:46]=[CH:45][CH:44]=[C:43]([CH3:47])[CH:42]=2)[CH2:39][NH:38][C:34]2[N:33]=[C:32]([C:74]([NH:56][CH2:57][CH2:58][NH:59][C:60]([NH:62][CH2:63][CH2:64][N:65]([CH:69]([CH3:71])[CH3:70])[CH:66]([CH3:67])[CH3:68])=[O:61])=[O:75])[N:31]=[C:30]3[C:35]=2[N:36]=[CH:37][N:29]3[C@H:11]2[C@H:10]([OH:9])[C@H:14]([OH:15])[C@@H:13]([C:24]([NH:26][CH2:27][CH3:28])=[O:25])[O:12]2)[CH:53]=[CH:52][CH:51]=1, predict the reactants needed to synthesize it. The reactants are: C([O:9][C@@H:10]1[C@H:14]([O:15]C(=O)C2C=CC=CC=2)[C@@H:13]([C:24]([NH:26][CH2:27][CH3:28])=[O:25])[O:12][C@H:11]1[N:29]1[CH:37]=[N:36][C:35]2[C:30]1=[N:31][C:32](I)=[N:33][C:34]=2[NH:38][CH2:39][CH:40]([C:48]1[CH:53]=[CH:52][CH:51]=[C:50]([CH3:54])[CH:49]=1)[C:41]1[CH:46]=[CH:45][CH:44]=[C:43]([CH3:47])[CH:42]=1)(=O)C1C=CC=CC=1.[NH2:56][CH2:57][CH2:58][NH:59][C:60]([NH:62][CH2:63][CH2:64][N:65]([CH:69]([CH3:71])[CH3:70])[CH:66]([CH3:68])[CH3:67])=[O:61].C1C[O:75][CH2:74]C1.